From a dataset of Catalyst prediction with 721,799 reactions and 888 catalyst types from USPTO. Predict which catalyst facilitates the given reaction. (1) Reactant: C([O:3][C:4]([C:6]1[NH:7][C:8]2[C:13]([CH:14]=1)=[CH:12][C:11]([Cl:15])=[CH:10][C:9]=2[CH2:16][N:17]([CH3:19])[CH3:18])=[O:5])C.O[Li].O.Cl. Product: [Cl:15][C:11]1[CH:12]=[C:13]2[C:8](=[C:9]([CH2:16][N:17]([CH3:18])[CH3:19])[CH:10]=1)[NH:7][C:6]([C:4]([OH:5])=[O:3])=[CH:14]2. The catalyst class is: 636. (2) Reactant: [C:1]([O:5][C:6]([N:8]1[C:16]2[C:11](=[CH:12][CH:13]=[C:14]([O:17][CH2:18][CH2:19][CH2:20][N:21]3[CH2:26][CH2:25][CH2:24][CH2:23][CH2:22]3)[CH:15]=2)[CH:10]=[C:9]1[C:27]1[C:28]2[S:41][C:40]([CH2:42][OH:43])=[CH:39][C:29]=2[N:30]([C:32]([O:34][C:35]([CH3:38])([CH3:37])[CH3:36])=[O:33])[N:31]=1)=[O:7])([CH3:4])([CH3:3])[CH3:2].C(N(CC)CC)C.[CH3:51][S:52](Cl)(=[O:54])=[O:53]. Product: [C:1]([O:5][C:6]([N:8]1[C:16]2[C:11](=[CH:12][CH:13]=[C:14]([O:17][CH2:18][CH2:19][CH2:20][N:21]3[CH2:26][CH2:25][CH2:24][CH2:23][CH2:22]3)[CH:15]=2)[CH:10]=[C:9]1[C:27]1[C:28]2[S:41][C:40]([CH2:42][O:43][S:52]([CH3:51])(=[O:54])=[O:53])=[CH:39][C:29]=2[N:30]([C:32]([O:34][C:35]([CH3:37])([CH3:36])[CH3:38])=[O:33])[N:31]=1)=[O:7])([CH3:2])([CH3:3])[CH3:4]. The catalyst class is: 4. (3) Reactant: [Cl:1][C:2]1[C:10]([F:11])=[C:9]2[C:5]([C:6]([S:12][C:13]3[C:14]([F:24])=[C:15]([CH:21]=[CH:22][CH:23]=3)[C:16]([O:18][CH2:19][CH3:20])=[O:17])=[CH:7][NH:8]2)=[CH:4][CH:3]=1.Br[C:26]1[CH:27]=[N:28][CH:29]=[CH:30][CH:31]=1.N[C@@H]1CCCC[C@H]1N.[O-]P([O-])([O-])=O.[K+].[K+].[K+]. Product: [Cl:1][C:2]1[C:10]([F:11])=[C:9]2[C:5]([C:6]([S:12][C:13]3[C:14]([F:24])=[C:15]([CH:21]=[CH:22][CH:23]=3)[C:16]([O:18][CH2:19][CH3:20])=[O:17])=[CH:7][N:8]2[C:26]2[CH:27]=[N:28][CH:29]=[CH:30][CH:31]=2)=[CH:4][CH:3]=1. The catalyst class is: 11.